This data is from NCI-60 drug combinations with 297,098 pairs across 59 cell lines. The task is: Regression. Given two drug SMILES strings and cell line genomic features, predict the synergy score measuring deviation from expected non-interaction effect. (1) Drug 1: CC1=C2C(C(=O)C3(C(CC4C(C3C(C(C2(C)C)(CC1OC(=O)C(C(C5=CC=CC=C5)NC(=O)C6=CC=CC=C6)O)O)OC(=O)C7=CC=CC=C7)(CO4)OC(=O)C)O)C)OC(=O)C. Drug 2: C1=NC2=C(N1)C(=S)N=CN2. Cell line: HS 578T. Synergy scores: CSS=64.3, Synergy_ZIP=-11.0, Synergy_Bliss=-8.45, Synergy_Loewe=-9.75, Synergy_HSA=-5.08. (2) Drug 1: CNC(=O)C1=CC=CC=C1SC2=CC3=C(C=C2)C(=NN3)C=CC4=CC=CC=N4. Drug 2: C1CN1P(=S)(N2CC2)N3CC3. Cell line: ACHN. Synergy scores: CSS=18.9, Synergy_ZIP=-12.0, Synergy_Bliss=-6.92, Synergy_Loewe=-10.6, Synergy_HSA=-6.36. (3) Drug 1: CCCCCOC(=O)NC1=NC(=O)N(C=C1F)C2C(C(C(O2)C)O)O. Drug 2: C1=NNC2=C1C(=O)NC=N2. Cell line: SF-268. Synergy scores: CSS=-0.601, Synergy_ZIP=2.15, Synergy_Bliss=3.16, Synergy_Loewe=-2.27, Synergy_HSA=-0.537. (4) Drug 1: C1CCN(CC1)CCOC2=CC=C(C=C2)C(=O)C3=C(SC4=C3C=CC(=C4)O)C5=CC=C(C=C5)O. Drug 2: C(=O)(N)NO. Cell line: UACC62. Synergy scores: CSS=4.67, Synergy_ZIP=-1.20, Synergy_Bliss=-0.509, Synergy_Loewe=-1.59, Synergy_HSA=-2.22. (5) Drug 1: C1CCC(C1)C(CC#N)N2C=C(C=N2)C3=C4C=CNC4=NC=N3. Drug 2: C1CN1P(=S)(N2CC2)N3CC3. Cell line: COLO 205. Synergy scores: CSS=20.3, Synergy_ZIP=-4.05, Synergy_Bliss=-0.884, Synergy_Loewe=-38.4, Synergy_HSA=-8.55. (6) Drug 1: CCC1(CC2CC(C3=C(CCN(C2)C1)C4=CC=CC=C4N3)(C5=C(C=C6C(=C5)C78CCN9C7C(C=CC9)(C(C(C8N6C=O)(C(=O)OC)O)OC(=O)C)CC)OC)C(=O)OC)O.OS(=O)(=O)O. Drug 2: CNC(=O)C1=NC=CC(=C1)OC2=CC=C(C=C2)NC(=O)NC3=CC(=C(C=C3)Cl)C(F)(F)F. Cell line: OVCAR-5. Synergy scores: CSS=-3.90, Synergy_ZIP=1.21, Synergy_Bliss=-0.0502, Synergy_Loewe=-1.51, Synergy_HSA=-2.16. (7) Drug 2: CC(C)CN1C=NC2=C1C3=CC=CC=C3N=C2N. Synergy scores: CSS=19.0, Synergy_ZIP=-9.47, Synergy_Bliss=-1.18, Synergy_Loewe=-2.63, Synergy_HSA=-2.24. Drug 1: C1CN1C2=NC(=NC(=N2)N3CC3)N4CC4. Cell line: SF-268. (8) Drug 1: CCCS(=O)(=O)NC1=C(C(=C(C=C1)F)C(=O)C2=CNC3=C2C=C(C=N3)C4=CC=C(C=C4)Cl)F. Drug 2: C1=CC=C(C=C1)NC(=O)CCCCCCC(=O)NO. Cell line: SF-268. Synergy scores: CSS=9.48, Synergy_ZIP=1.77, Synergy_Bliss=5.60, Synergy_Loewe=-2.66, Synergy_HSA=2.51. (9) Drug 1: CC1C(C(CC(O1)OC2CC(CC3=C2C(=C4C(=C3O)C(=O)C5=C(C4=O)C(=CC=C5)OC)O)(C(=O)C)O)N)O.Cl. Drug 2: CC12CCC3C(C1CCC2O)C(CC4=C3C=CC(=C4)O)CCCCCCCCCS(=O)CCCC(C(F)(F)F)(F)F. Cell line: SF-539. Synergy scores: CSS=2.85, Synergy_ZIP=-9.21, Synergy_Bliss=-3.69, Synergy_Loewe=-27.2, Synergy_HSA=-3.64. (10) Drug 1: CC(C1=C(C=CC(=C1Cl)F)Cl)OC2=C(N=CC(=C2)C3=CN(N=C3)C4CCNCC4)N. Drug 2: C1=NNC2=C1C(=O)NC=N2. Cell line: EKVX. Synergy scores: CSS=7.66, Synergy_ZIP=-3.65, Synergy_Bliss=-3.52, Synergy_Loewe=-4.55, Synergy_HSA=-2.34.